From a dataset of Reaction yield outcomes from USPTO patents with 853,638 reactions. Predict the reaction yield, written as a fraction of the theoretical maximum amount of product (1.0 means a 100% yield; for example, 0.34 means a 34% yield). (1) The reactants are [CH2:1]([N:8]1[CH:17]=[C:16](I)[C:15]2[C:10](=[CH:11][CH:12]=[N:13][CH:14]=2)[C:9]1=[O:19])[C:2]1[CH:7]=[CH:6][CH:5]=[CH:4][CH:3]=1.[CH3:20][C:21]1[C:25](B(O)O)=[C:24]([CH3:29])[O:23][N:22]=1.C([O-])([O-])=O.[Na+].[Na+]. The catalyst is C1(C)C=CC=CC=1.C(O)C.O.C1C=CC([P]([Pd]([P](C2C=CC=CC=2)(C2C=CC=CC=2)C2C=CC=CC=2)([P](C2C=CC=CC=2)(C2C=CC=CC=2)C2C=CC=CC=2)[P](C2C=CC=CC=2)(C2C=CC=CC=2)C2C=CC=CC=2)(C2C=CC=CC=2)C2C=CC=CC=2)=CC=1. The product is [CH2:1]([N:8]1[CH:17]=[C:16]([C:25]2[C:21]([CH3:20])=[N:22][O:23][C:24]=2[CH3:29])[C:15]2[C:10](=[CH:11][CH:12]=[N:13][CH:14]=2)[C:9]1=[O:19])[C:2]1[CH:7]=[CH:6][CH:5]=[CH:4][CH:3]=1. The yield is 0.320. (2) The reactants are [CH2:1]([C@@:5]1([CH2:33][CH3:34])[NH:11][C@H:10]([C:12]2[CH:17]=[CH:16][CH:15]=[CH:14][CH:13]=2)[C:9]2[CH:18]=[C:19]([O:29][CH3:30])[C:20]([CH2:22][CH2:23][C:24]([O:26]CC)=[O:25])=[CH:21][C:8]=2[S:7](=[O:32])(=[O:31])[CH2:6]1)[CH2:2][CH2:3][CH3:4].[OH-].[Li+]. The catalyst is C1COCC1.CO.O. The product is [CH2:1]([C@@:5]1([CH2:33][CH3:34])[NH:11][C@H:10]([C:12]2[CH:13]=[CH:14][CH:15]=[CH:16][CH:17]=2)[C:9]2[CH:18]=[C:19]([O:29][CH3:30])[C:20]([CH2:22][CH2:23][C:24]([OH:26])=[O:25])=[CH:21][C:8]=2[S:7](=[O:31])(=[O:32])[CH2:6]1)[CH2:2][CH2:3][CH3:4]. The yield is 0.870. (3) The reactants are N[C:2]1[C:7]([CH3:8])=[C:6]([CH3:9])[C:5]([CH3:10])=[CH:4][N:3]=1.[BrH:11].BrBr.N([O-])=O.[Na+].[OH-].[Na+]. The catalyst is O.C(OCC)(=O)C. The product is [Br:11][C:2]1[C:7]([CH3:8])=[C:6]([CH3:9])[C:5]([CH3:10])=[CH:4][N:3]=1. The yield is 0.870. (4) The reactants are C[O:2][C:3]1[CH:4]=[C:5]2[C:10](=[CH:11][C:12]=1[CH3:13])[N:9]=[CH:8][CH:7]=[CH:6]2.[OH-].[Na+].C(=O)([O-])O.[Na+]. The catalyst is Br(O)(=O)=O. The product is [OH:2][C:3]1[CH:4]=[C:5]2[C:10](=[CH:11][C:12]=1[CH3:13])[N:9]=[CH:8][CH:7]=[CH:6]2. The yield is 0.470. (5) The catalyst is O. The reactants are [CH2:1]([N:8]([CH2:17][C:18]1[CH:23]=[CH:22][CH:21]=[CH:20][CH:19]=1)[C:9]1[CH:10]=[CH:11][C:12]([C:15]#N)=[N:13][CH:14]=1)[C:2]1[CH:7]=[CH:6][CH:5]=[CH:4][CH:3]=1.CC(C[AlH]CC(C)C)C.C1(C)C=CC=CC=1.[O:40]1CCCC1. The product is [CH2:1]([N:8]([CH2:17][C:18]1[CH:23]=[CH:22][CH:21]=[CH:20][CH:19]=1)[C:9]1[CH:10]=[CH:11][C:12]([CH:15]=[O:40])=[N:13][CH:14]=1)[C:2]1[CH:7]=[CH:6][CH:5]=[CH:4][CH:3]=1. The yield is 0.500. (6) The reactants are [C:1]1([CH2:7][CH2:8][NH2:9])[CH:6]=[CH:5][CH:4]=[CH:3][CH:2]=1.C([O-])([O-])=O.[K+].[K+].Br[CH2:17][CH2:18][CH:19]=[CH2:20]. No catalyst specified. The product is [CH2:20]([NH:9][CH2:8][CH2:7][C:1]1[CH:6]=[CH:5][CH:4]=[CH:3][CH:2]=1)[CH2:19][CH:18]=[CH2:17]. The yield is 0.620. (7) The reactants are [CH2:1](C([Sn])=C(CCCC)CCCC)[CH2:2]CC.Br[C:17]1[CH:22]=[C:21]([O:23][CH2:24][F:25])[CH:20]=[C:19]([Br:26])[CH:18]=1.C(C1C=C(C)C=C(C(C)(C)C)C=1O)(C)(C)C.[OH-].[Na+]. The catalyst is C1(C)C=CC=CC=1.C1C=CC([P]([Pd]([P](C2C=CC=CC=2)(C2C=CC=CC=2)C2C=CC=CC=2)([P](C2C=CC=CC=2)(C2C=CC=CC=2)C2C=CC=CC=2)[P](C2C=CC=CC=2)(C2C=CC=CC=2)C2C=CC=CC=2)(C2C=CC=CC=2)C2C=CC=CC=2)=CC=1. The product is [Br:26][C:19]1[CH:18]=[C:17]([CH:1]=[CH2:2])[CH:22]=[C:21]([O:23][CH2:24][F:25])[CH:20]=1. The yield is 0.570.